From a dataset of Peptide-MHC class I binding affinity with 185,985 pairs from IEDB/IMGT. Regression. Given a peptide amino acid sequence and an MHC pseudo amino acid sequence, predict their binding affinity value. This is MHC class I binding data. (1) The peptide sequence is VFQAKSAFV. The MHC is HLA-A26:01 with pseudo-sequence HLA-A26:01. The binding affinity (normalized) is 0. (2) The peptide sequence is TQSPVSVGF. The MHC is HLA-A02:16 with pseudo-sequence HLA-A02:16. The binding affinity (normalized) is 0.0847. (3) The peptide sequence is LPEDIEQMAN. The MHC is HLA-B53:01 with pseudo-sequence HLA-B53:01. The binding affinity (normalized) is 0.293. (4) The peptide sequence is SLARGFPFV. The MHC is HLA-A69:01 with pseudo-sequence HLA-A69:01. The binding affinity (normalized) is 1.00. (5) The peptide sequence is TYGPVFMCL. The MHC is HLA-A02:02 with pseudo-sequence HLA-A02:02. The binding affinity (normalized) is 0. (6) The peptide sequence is LFVAAAYIV. The MHC is HLA-A01:01 with pseudo-sequence HLA-A01:01. The binding affinity (normalized) is 0.0847. (7) The MHC is HLA-B40:01 with pseudo-sequence HLA-B40:01. The peptide sequence is VHDTNATKL. The binding affinity (normalized) is 0.0847.